This data is from Catalyst prediction with 721,799 reactions and 888 catalyst types from USPTO. The task is: Predict which catalyst facilitates the given reaction. (1) Reactant: [C:1]([O:5][C:6]([N:8]([CH:10]([C:14]1[CH:19]=[CH:18][CH:17]=[C:16]([C:20]2[CH:21]=[C:22]3[C:28]([C:29]4[CH:34]=[CH:33][CH:32]=[CH:31][C:30]=4[O:35][CH3:36])=[N:27][N:26]([CH2:37][O:38][CH2:39][CH2:40][Si:41]([CH3:44])([CH3:43])[CH3:42])[C:23]3=[N:24][CH:25]=2)[CH:15]=1)[C:11](O)=[O:12])[CH3:9])=[O:7])([CH3:4])([CH3:3])[CH3:2].[CH3:45][NH:46][CH3:47].C(N(C(C)C)CC)(C)C. The catalyst class is: 1. Product: [C:1]([O:5][C:6](=[O:7])[N:8]([CH:10]([C:11](=[O:12])[N:46]([CH3:47])[CH3:45])[C:14]1[CH:19]=[CH:18][CH:17]=[C:16]([C:20]2[CH:21]=[C:22]3[C:28]([C:29]4[CH:34]=[CH:33][CH:32]=[CH:31][C:30]=4[O:35][CH3:36])=[N:27][N:26]([CH2:37][O:38][CH2:39][CH2:40][Si:41]([CH3:42])([CH3:43])[CH3:44])[C:23]3=[N:24][CH:25]=2)[CH:15]=1)[CH3:9])([CH3:3])([CH3:2])[CH3:4]. (2) Reactant: N[C:2]1[CH:7]=[CH:6][N:5]=[C:4]([O:8][CH2:9][CH2:10][CH2:11][CH3:12])[C:3]=1[C:13]1[CH:27]=[C:26]([Br:28])[CH:25]=[CH:24][C:14]=1[C:15]([N:17](C(C)C)C(C)C)=[O:16].C[Si]([N-][Si](C)(C)C)(C)C.[Na+]. Product: [Br:28][C:26]1[CH:25]=[CH:24][C:14]2[C:15]([OH:16])=[N:17][C:2]3[C:3]([C:13]=2[CH:27]=1)=[C:4]([O:8][CH2:9][CH2:10][CH2:11][CH3:12])[N:5]=[CH:6][CH:7]=3. The catalyst class is: 1. (3) Reactant: Br[CH2:2][C:3]([NH:5][C:6]1[CH:11]=[CH:10][CH:9]=[C:8]([F:12])[CH:7]=1)=[O:4].[OH-].[Na+].[N+:15]([C:18]1[CH:22]=[CH:21][NH:20][N:19]=1)([O-:17])=[O:16].S([O-])([O-])(=O)=O.C([N+](CCCC)(CCCC)CCCC)CCC.C([N+](CCCC)(CCCC)CCCC)CCC. Product: [F:12][C:8]1[CH:7]=[C:6]([NH:5][C:3](=[O:4])[CH2:2][N:20]2[CH:21]=[CH:22][C:18]([N+:15]([O-:17])=[O:16])=[N:19]2)[CH:11]=[CH:10][CH:9]=1. The catalyst class is: 4. (4) Reactant: [CH:1]1([CH2:4][OH:5])[CH2:3][CH2:2]1.[H-].[Na+].[N:8]1[C:15]([Cl:16])=[N:14][C:12](Cl)=[N:11][C:9]=1[Cl:10]. Product: [Cl:10][C:9]1[N:8]=[C:15]([Cl:16])[N:14]=[C:12]([O:5][CH2:4][CH:1]2[CH2:3][CH2:2]2)[N:11]=1. The catalyst class is: 1.